From a dataset of Full USPTO retrosynthesis dataset with 1.9M reactions from patents (1976-2016). Predict the reactants needed to synthesize the given product. Given the product [CH3:45][P:46]([CH3:51])([CH2:48][CH2:49][NH:50][CH2:6][C:7]#[C:8][C:9]1[CH:10]=[C:11]2[C:16](=[CH:17][CH:18]=1)[N:15]=[CH:14][N:13]=[C:12]2[NH:19][C:20]1[CH:25]=[CH:24][C:23]([O:26][CH2:27][C:28]2[CH:33]=[CH:32][CH:31]=[C:30]([F:34])[CH:29]=2)=[C:22]([Cl:35])[CH:21]=1)=[O:47], predict the reactants needed to synthesize it. The reactants are: CS(O[CH2:6][C:7]#[C:8][C:9]1[CH:10]=[C:11]2[C:16](=[CH:17][CH:18]=1)[N:15]=[CH:14][N:13]=[C:12]2[NH:19][C:20]1[CH:25]=[CH:24][C:23]([O:26][CH2:27][C:28]2[CH:33]=[CH:32][CH:31]=[C:30]([F:34])[CH:29]=2)=[C:22]([Cl:35])[CH:21]=1)(=O)=O.CCN(C(C)C)C(C)C.[CH3:45][P:46]([CH3:51])([CH2:48][CH2:49][NH2:50])=[O:47].